Dataset: Forward reaction prediction with 1.9M reactions from USPTO patents (1976-2016). Task: Predict the product of the given reaction. Given the reactants [CH3:1][N:2]1[CH2:6][CH2:5][CH2:4][C@H:3]1[CH2:7][OH:8].[H-].[Na+].Br[CH2:12][C:13]1[C:14]([C:27]2[CH:32]=[CH:31][CH:30]=[CH:29][CH:28]=2)=[N:15][C:16]2[C:21]([C:22]=1[C:23]([O:25][CH3:26])=[O:24])=[CH:20][CH:19]=[CH:18][CH:17]=2, predict the reaction product. The product is: [CH3:1][N:2]1[CH2:6][CH2:5][CH2:4][C@H:3]1[CH2:7][O:8][CH2:12][C:13]1[C:14]([C:27]2[CH:32]=[CH:31][CH:30]=[CH:29][CH:28]=2)=[N:15][C:16]2[C:21]([C:22]=1[C:23]([O:25][CH3:26])=[O:24])=[CH:20][CH:19]=[CH:18][CH:17]=2.